From a dataset of Full USPTO retrosynthesis dataset with 1.9M reactions from patents (1976-2016). Predict the reactants needed to synthesize the given product. (1) Given the product [F:45][C:42]([F:43])([F:44])[C:34]1[CH:33]=[C:32]([C@H:29]2[O:28][C:27](=[O:46])[N:26]([CH2:25][C:24]3[CH:47]=[C:48]([O:51][C:52]([F:53])([F:54])[F:55])[CH:49]=[CH:50][C:23]=3[NH:22][C:12]([C@H:9]3[CH2:8][CH2:7][C@H:6]([CH2:5][C:4]([O:3][CH2:1][CH3:2])=[O:15])[CH2:11][CH2:10]3)=[O:14])[C@H:30]2[CH3:31])[CH:37]=[C:36]([C:38]([F:39])([F:41])[F:40])[CH:35]=1, predict the reactants needed to synthesize it. The reactants are: [CH2:1]([O:3][C:4](=[O:15])[CH2:5][C@H:6]1[CH2:11][CH2:10][C@H:9]([C:12]([OH:14])=O)[CH2:8][CH2:7]1)[CH3:2].C(Cl)(=O)C(Cl)=O.[NH2:22][C:23]1[CH:50]=[CH:49][C:48]([O:51][C:52]([F:55])([F:54])[F:53])=[CH:47][C:24]=1[CH2:25][N:26]1[C@@H:30]([CH3:31])[C@@H:29]([C:32]2[CH:37]=[C:36]([C:38]([F:41])([F:40])[F:39])[CH:35]=[C:34]([C:42]([F:45])([F:44])[F:43])[CH:33]=2)[O:28][C:27]1=[O:46].C(N(CC)CC)C. (2) Given the product [NH2:30][C:26]1[CH:25]=[C:24]([C:23]#[C:22][CH2:21][CH2:20][CH2:19][C:12]2([S:9]([C:6]3[CH:5]=[CH:4][C:3]([O:2][CH3:1])=[CH:8][CH:7]=3)(=[O:11])=[O:10])[S:16][C:15](=[O:17])[NH:14][C:13]2=[O:18])[CH:29]=[CH:28][CH:27]=1, predict the reactants needed to synthesize it. The reactants are: [CH3:1][O:2][C:3]1[CH:8]=[CH:7][C:6]([S:9]([C:12]2([CH2:19][CH2:20][CH2:21][C:22]#[C:23][C:24]3[CH:29]=[CH:28][CH:27]=[C:26]([N+:30]([O-])=O)[CH:25]=3)[S:16][C:15](=[O:17])[NH:14][C:13]2=[O:18])(=[O:11])=[O:10])=[CH:5][CH:4]=1.